From a dataset of Aqueous solubility values for 9,982 compounds from the AqSolDB database. Regression/Classification. Given a drug SMILES string, predict its absorption, distribution, metabolism, or excretion properties. Task type varies by dataset: regression for continuous measurements (e.g., permeability, clearance, half-life) or binary classification for categorical outcomes (e.g., BBB penetration, CYP inhibition). For this dataset (solubility_aqsoldb), we predict Y. (1) The compound is CC/C=C\C(=O)O. The Y is -0.202 log mol/L. (2) The molecule is CCO[Si](CC(C)C)(OCC)OCC. The Y is -3.02 log mol/L. (3) The drug is Clc1cc(Cl)c(Oc2c(Cl)cccc2Cl)cc1Cl. The Y is -7.12 log mol/L. (4) The molecule is Cc1csc(NS(=O)(=O)c2ccc(N)cc2)n1. The Y is -2.91 log mol/L. (5) The molecule is Cc1ccc(-c2cc(C(F)(F)F)nn2-c2ccc(S(N)(=O)=O)cc2)cc1. The Y is -4.74 log mol/L. (6) The molecule is [Al+3].[F-].[F-].[F-].[F-].[F-].[F-].[Li+].[Li+].[Li+]. The Y is -2.17 log mol/L. (7) The compound is CCCCCCCCCCCCN(CCC(=O)[O-])CCC(=O)O.[Na+]. The Y is -0.0407 log mol/L. (8) The compound is C[C@H]1C(c2ccc(Cl)cc2)SC(=O)N1C(=O)NC1CCCCC1. The Y is -5.85 log mol/L. (9) The drug is COc1cc(N=Nc2ccc3cc(S(=O)(=O)[O-])cc(S(=O)(=O)[O-])c3c2)ccc1NC(=O)c1ccc(N=Nc2c([O-])nc(NC#N)nc2O)cc1.OCC[NH+](CCO)CCO.OCC[NH+](CCO)CCO.OCC[NH+](CCO)CCO. The Y is -0.822 log mol/L.